This data is from Reaction yield outcomes from USPTO patents with 853,638 reactions. The task is: Predict the reaction yield, written as a fraction of the theoretical maximum amount of product (1.0 means a 100% yield; for example, 0.34 means a 34% yield). (1) The catalyst is ClCCl. The yield is 0.520. The product is [Cl:3][C:17]1[CH:16]=[CH:15][C:14]2[C:19](=[CH:20][C:11]([C:9]([O:8][CH2:6][CH3:7])=[O:10])=[CH:12][CH:13]=2)[N:18]=1. The reactants are P(Cl)(Cl)([Cl:3])=O.[CH2:6]([O:8][C:9]([C:11]1[CH:20]=[C:19]2[C:14]([CH:15]=[CH:16][CH:17]=[N+:18]2[O-])=[CH:13][CH:12]=1)=[O:10])[CH3:7].O.[OH-].[K+]. (2) The reactants are [C:1]([O:5][C:6]([N:8]1[CH2:13][CH2:12][C:11]([CH2:21][C:22]2[CH:27]=[CH:26][C:25]([Cl:28])=[CH:24][CH:23]=2)([NH:14][S:15]([C:17]([CH3:20])([CH3:19])[CH3:18])=[O:16])[CH2:10][CH2:9]1)=[O:7])([CH3:4])([CH3:3])[CH3:2].[H-].[Na+].[CH3:31]I.O. The catalyst is CN(C=O)C. The product is [C:1]([O:5][C:6]([N:8]1[CH2:13][CH2:12][C:11]([CH2:21][C:22]2[CH:27]=[CH:26][C:25]([Cl:28])=[CH:24][CH:23]=2)([N:14]([CH3:31])[S:15]([C:17]([CH3:20])([CH3:18])[CH3:19])=[O:16])[CH2:10][CH2:9]1)=[O:7])([CH3:2])([CH3:3])[CH3:4]. The yield is 0.770. (3) The reactants are C(=O)([O-])[O-].[K+].[K+].[Br:7][C:8]1[CH:9]=[C:10]([OH:14])[CH:11]=[CH:12][CH:13]=1.[CH2:15]([O:17][CH:18]([O:21][CH2:22][CH3:23])[CH2:19]Br)[CH3:16]. The catalyst is CS(C)=O. The product is [Br:7][C:8]1[CH:13]=[CH:12][CH:11]=[C:10]([O:14][CH2:19][CH:18]([O:21][CH2:22][CH3:23])[O:17][CH2:15][CH3:16])[CH:9]=1. The yield is 0.720. (4) The reactants are [CH3:1][O:2][C:3]1[C:11]([CH3:12])=[C:10]2[C:6]([C:7](=[O:13])[O:8][CH2:9]2)=[C:5]([O:14][CH2:15][CH2:16][Si:17]([CH3:20])([CH3:19])[CH3:18])[C:4]=1[CH2:21][CH:22]=[C:23]([CH3:29])[CH2:24][P:25](=[O:28])([OH:27])[OH:26].[C:30]1(O)[CH:35]=[CH:34][CH:33]=[CH:32][CH:31]=1.[CH:37]1(N=C=N[CH:37]2[CH2:42][CH2:41][CH2:40][CH2:39][CH2:38]2)[CH2:42][CH2:41][CH2:40][CH2:39][CH2:38]1. The catalyst is CN(C=O)C.CN(C1C=CN=CC=1)C. The product is [C:30]1([O:28][P:25]([CH2:24][C:23]([CH3:29])=[CH:22][CH2:21][C:4]2[C:5]([O:14][CH2:15][CH2:16][Si:17]([CH3:19])([CH3:20])[CH3:18])=[C:6]3[C:10](=[C:11]([CH3:12])[C:3]=2[O:2][CH3:1])[CH2:9][O:8][C:7]3=[O:13])(=[O:26])[O:27][C:37]2[CH:42]=[CH:41][CH:40]=[CH:39][CH:38]=2)[CH:35]=[CH:34][CH:33]=[CH:32][CH:31]=1. The yield is 0.210. (5) The reactants are [F:1][C:2]1[CH:3]=[CH:4][C:5]([C:15]([O:17][CH3:18])=[O:16])=[N:6][C:7]=1[CH:8]1[CH2:13][CH2:12][CH:11]([OH:14])[CH2:10][CH2:9]1.N1C=CN=C1.[CH3:24][C:25]([Si:28](Cl)([CH3:30])[CH3:29])([CH3:27])[CH3:26].C(OCC)(=O)C. The catalyst is CN(C=O)C. The product is [Si:28]([O:14][CH:11]1[CH2:10][CH2:9][CH:8]([C:7]2[N:6]=[C:5]([C:15]([O:17][CH3:18])=[O:16])[CH:4]=[CH:3][C:2]=2[F:1])[CH2:13][CH2:12]1)([C:25]([CH3:27])([CH3:26])[CH3:24])([CH3:30])[CH3:29]. The yield is 0.970. (6) The reactants are [Br:1][C:2]1[CH:3]=[C:4]([NH:13][CH:14]([CH2:16][CH3:17])[CH3:15])[C:5]([CH3:12])=[C:6]([CH:11]=1)[C:7]([O:9][CH3:10])=[O:8].C=O.[C:20]([BH3-])#N.[Na+]. The catalyst is CO.[Cl-].[Zn+2].[Cl-]. The product is [Br:1][C:2]1[CH:3]=[C:4]([N:13]([CH:14]([CH2:16][CH3:17])[CH3:15])[CH3:20])[C:5]([CH3:12])=[C:6]([CH:11]=1)[C:7]([O:9][CH3:10])=[O:8]. The yield is 0.760. (7) The reactants are C[O:2][C:3](=[O:22])[C:4]1[CH:9]=[C:8]([C:10]2[CH:15]=[CH:14][CH:13]=[CH:12][C:11]=2[F:16])[N:7]=[C:6]([NH:17][C@H:18]([CH2:20][CH3:21])[CH3:19])[CH:5]=1.[OH-].[Na+]. The catalyst is CO.C1COCC1. The product is [C@@H:18]([NH:17][C:6]1[CH:5]=[C:4]([CH:9]=[C:8]([C:10]2[CH:15]=[CH:14][CH:13]=[CH:12][C:11]=2[F:16])[N:7]=1)[C:3]([OH:22])=[O:2])([CH2:20][CH3:21])[CH3:19]. The yield is 0.800. (8) The reactants are [CH3:1][C:2]1[CH:23]=[CH:22][CH:21]=[C:20]([CH3:24])[C:3]=1[O:4][C:5]1[CH:6]=[C:7]2[C:11](=[CH:12][CH:13]=1)[C:10](=[O:14])[N:9]([CH2:15][C:16]([OH:18])=[O:17])[C:8]2=[O:19].S(=O)(=O)(O)O.[CH3:30]O. The catalyst is O. The product is [CH3:30][O:17][C:16](=[O:18])[CH2:15][N:9]1[C:8](=[O:19])[C:7]2[C:11](=[CH:12][CH:13]=[C:5]([O:4][C:3]3[C:2]([CH3:1])=[CH:23][CH:22]=[CH:21][C:20]=3[CH3:24])[CH:6]=2)[C:10]1=[O:14]. The yield is 0.960. (9) The yield is 0.310. The product is [CH3:1][C@:2]12[C@@:19]3([CH3:20])[C@@H:10]([C@:11]4([CH3:33])[C@@H:16]([CH2:17][CH2:18]3)[C:15]([CH3:21])([CH3:22])[C:14]([C:23]3[CH:32]=[CH:31][C:26]([C:27]([OH:29])=[O:28])=[CH:25][CH:24]=3)=[CH:13][CH2:12]4)[CH2:9][CH2:8][C@@H:7]1[C@H:6]1[C@H:34]([C:37]([CH3:39])=[CH2:38])[CH2:35][CH2:36][C@:5]1([NH:40][CH2:41][CH2:42][N:43]1[CH2:44][CH2:45][NH:46][CH2:47][CH2:48]1)[CH2:4][CH2:3]2. The reactants are [CH3:1][C@:2]12[C@@:19]3([CH3:20])[C@@H:10]([C@:11]4([CH3:33])[C@@H:16]([CH2:17][CH2:18]3)[C:15]([CH3:22])([CH3:21])[C:14]([C:23]3[CH:32]=[CH:31][C:26]([C:27]([O:29]C)=[O:28])=[CH:25][CH:24]=3)=[CH:13][CH2:12]4)[CH2:9][CH2:8][C@@H:7]1[C@H:6]1[C@H:34]([C:37]([CH3:39])=[CH2:38])[CH2:35][CH2:36][C@:5]1([NH:40][CH2:41][CH2:42][N:43]1[CH2:48][CH2:47][NH:46][CH2:45][CH2:44]1)[CH2:4][CH2:3]2.[OH-].[Na+]. The catalyst is O1CCOCC1.